The task is: Regression. Given a peptide amino acid sequence and an MHC pseudo amino acid sequence, predict their binding affinity value. This is MHC class I binding data.. This data is from Peptide-MHC class I binding affinity with 185,985 pairs from IEDB/IMGT. (1) The peptide sequence is PYKEFGATV. The MHC is Patr-A0701 with pseudo-sequence Patr-A0701. The binding affinity (normalized) is 0.118. (2) The peptide sequence is VHDTNATKL. The MHC is HLA-B39:01 with pseudo-sequence HLA-B39:01. The binding affinity (normalized) is 0.235. (3) The binding affinity (normalized) is 0. The MHC is H-2-Db with pseudo-sequence H-2-Db. The peptide sequence is YTVHYPNL. (4) The peptide sequence is YDAPGWLIW. The MHC is HLA-B07:02 with pseudo-sequence HLA-B07:02. The binding affinity (normalized) is 0.213. (5) The peptide sequence is ARLFGIRAK. The MHC is HLA-A69:01 with pseudo-sequence HLA-A69:01. The binding affinity (normalized) is 0.0847. (6) The peptide sequence is DPASRDLVV. The MHC is Patr-B1301 with pseudo-sequence Patr-B1301. The binding affinity (normalized) is 0.327. (7) The peptide sequence is SLVAIHLAC. The MHC is HLA-A02:16 with pseudo-sequence HLA-A02:16. The binding affinity (normalized) is 0.0847.